The task is: Predict the product of the given reaction.. This data is from Forward reaction prediction with 1.9M reactions from USPTO patents (1976-2016). (1) Given the reactants [Cl:1][C:2]1[CH:7]=[CH:6][CH:5]=[C:4]([F:8])[C:3]=1[NH:9][C:10]1[N:14]([CH3:15])[C:13]2[C:16]3[CH2:17][C:18]([CH3:27])([CH3:26])[O:19][C:20]=3[C:21]([C:23](O)=[O:24])=[CH:22][C:12]=2[N:11]=1.S(Cl)(Cl)=O.[F:32][C:33]([F:42])([F:41])[C:34]1[CH:40]=[CH:39][C:37]([NH2:38])=[CH:36][CH:35]=1.CCN(C(C)C)C(C)C, predict the reaction product. The product is: [Cl:1][C:2]1[CH:7]=[CH:6][CH:5]=[C:4]([F:8])[C:3]=1[NH:9][C:10]1[N:14]([CH3:15])[C:13]2[C:16]3[CH2:17][C:18]([CH3:26])([CH3:27])[O:19][C:20]=3[C:21]([C:23]([NH:38][C:37]3[CH:39]=[CH:40][C:34]([C:33]([F:32])([F:41])[F:42])=[CH:35][CH:36]=3)=[O:24])=[CH:22][C:12]=2[N:11]=1. (2) Given the reactants [CH3:1][O:2][C:3]1[CH:4]=[C:5]([CH:48]=[CH:49][C:50]=1[O:51][CH3:52])[CH2:6][O:7][CH2:8][C@@H:9]([O:22][CH2:23]/[CH:24]=[C:25](/[CH3:47])\[CH2:26][CH2:27]/[CH:28]=[CH:29]/[C:30]([CH3:46])([CH3:45])[CH2:31][CH2:32][C:33](=[CH2:44])[CH2:34]/[CH:35]=[C:36](\[CH3:43])/[CH2:37][CH2:38][CH:39]=[C:40]([CH3:42])[CH3:41])[CH2:10][O:11][Si](C(C)C)(C(C)C)C(C)C.[F-].C([N+](CCCC)(CCCC)CCCC)CCC, predict the reaction product. The product is: [CH3:1][O:2][C:3]1[CH:4]=[C:5]([CH:48]=[CH:49][C:50]=1[O:51][CH3:52])[CH2:6][O:7][CH2:8][C@@H:9]([O:22][CH2:23]/[CH:24]=[C:25](/[CH3:47])\[CH2:26][CH2:27]/[CH:28]=[CH:29]/[C:30]([CH3:46])([CH3:45])[CH2:31][CH2:32][C:33](=[CH2:44])[CH2:34]/[CH:35]=[C:36](\[CH3:43])/[CH2:37][CH2:38][CH:39]=[C:40]([CH3:41])[CH3:42])[CH2:10][OH:11]. (3) Given the reactants [F:1][C:2]1[C:3]([N:11]2[CH2:15][C:14]([CH3:17])([CH3:16])[C@H:13]([OH:18])[CH2:12]2)=[N:4][C:5]([CH3:10])=[N:6][C:7]=1[NH:8][NH2:9].[CH:19]1([CH2:24][C@H:25]([CH2:29][N:30]([CH:39]=[O:40])[O:31][CH2:32][C:33]2[CH:38]=[CH:37][CH:36]=[CH:35][CH:34]=2)[C:26](O)=[O:27])[CH2:23][CH2:22][CH2:21][CH2:20]1.CN1CCOCC1.ON1C2N=CC=CC=2N=N1.C(Cl)CCl, predict the reaction product. The product is: [CH:19]1([CH2:24][C@@H:25]([C:26]([NH:9][NH:8][C:7]2[C:2]([F:1])=[C:3]([N:11]3[CH2:12][C@@H:13]([OH:18])[C:14]([CH3:16])([CH3:17])[CH2:15]3)[N:4]=[C:5]([CH3:10])[N:6]=2)=[O:27])[CH2:29][N:30]([O:31][CH2:32][C:33]2[CH:38]=[CH:37][CH:36]=[CH:35][CH:34]=2)[CH:39]=[O:40])[CH2:23][CH2:22][CH2:21][CH2:20]1. (4) Given the reactants [CH3:1][C:2]1[CH:6]=[C:5]([CH2:7][C:8]([OH:10])=O)[O:4][N:3]=1.[Li]CCCC.Br[CH2:17][C:18]([O:20][C:21]([CH3:24])([CH3:23])[CH3:22])=[O:19].[Br:25][C:26]1[CH:32]=[CH:31][C:30]([Cl:33])=[CH:29][C:27]=1[NH2:28].C(Cl)CCl.N1C2C(=NC=CC=2)N(O)N=1, predict the reaction product. The product is: [Br:25][C:26]1[CH:32]=[CH:31][C:30]([Cl:33])=[CH:29][C:27]=1[NH:28][C:8](=[O:10])[CH:7]([C:5]1[O:4][N:3]=[C:2]([CH3:1])[CH:6]=1)[CH2:17][C:18]([O:20][C:21]([CH3:24])([CH3:23])[CH3:22])=[O:19]. (5) Given the reactants [CH3:1][O:2][C:3]1[CH:8]=[CH:7][N:6]=[C:5]2[NH:9][CH:10]=[C:11]([CH:12]3[CH2:17][CH2:16][N:15](C(OC(C)(C)C)=O)[CH2:14][CH2:13]3)[C:4]=12.Cl.CCOC(C)=O, predict the reaction product. The product is: [CH3:1][O:2][C:3]1[CH:8]=[CH:7][N:6]=[C:5]2[NH:9][CH:10]=[C:11]([CH:12]3[CH2:17][CH2:16][NH:15][CH2:14][CH2:13]3)[C:4]=12. (6) Given the reactants [CH3:1][N:2]1[CH:6]=[C:5]([N+:7]([O-])=O)[C:4]([C:10]#[N:11])=[N:3]1, predict the reaction product. The product is: [NH2:7][C:5]1[C:4]([C:10]#[N:11])=[N:3][N:2]([CH3:1])[CH:6]=1. (7) Given the reactants [OH-].[K+].[C:3]([C:6]1[N:11]=[C:10]([C:12]2[CH:17]=[CH:16][C:15]([C:18]3[CH:23]=[CH:22][C:21]([C:24]4([C:28]([O:30]C)=[O:29])[CH2:27][CH2:26][CH2:25]4)=[CH:20][C:19]=3[Cl:32])=[CH:14][CH:13]=2)[C:9]([CH3:33])=[N:8][C:7]=1[CH3:34])(=[O:5])[NH2:4].Cl, predict the reaction product. The product is: [C:3]([C:6]1[N:11]=[C:10]([C:12]2[CH:13]=[CH:14][C:15]([C:18]3[CH:23]=[CH:22][C:21]([C:24]4([C:28]([OH:30])=[O:29])[CH2:25][CH2:26][CH2:27]4)=[CH:20][C:19]=3[Cl:32])=[CH:16][CH:17]=2)[C:9]([CH3:33])=[N:8][C:7]=1[CH3:34])(=[O:5])[NH2:4]. (8) The product is: [CH3:76][C:75]1[CH:74]=[CH:73][CH:72]=[C:71]([C:77]2[O:78][C:79]([CH3:82])=[CH:80][N:81]=2)[C:70]=1[C:13]1[CH:14]=[C:15]2[C:10](=[CH:11][CH:12]=1)[N:9]=[C:8]([NH2:26])[C:7]([N:4]1[CH2:3][CH2:2][O:1][CH2:6][CH2:5]1)=[CH:16]2. Given the reactants [O:1]1[CH2:6][CH2:5][N:4]([C:7]2[C:8]([NH2:26])=[N:9][C:10]3[C:15]([CH:16]=2)=[CH:14][C:13](B2OC(C)(C)C(C)(C)O2)=[CH:12][CH:11]=3)[CH2:3][CH2:2]1.P([O-])([O-])([O-])=O.[K+].[K+].[K+].C1(P(C2CCCCC2)C2C=CC=CC=2C2C(C(C)C)=CC(C(C)C)=CC=2C(C)C)CCCCC1.Br[C:70]1[C:75]([CH3:76])=[CH:74][CH:73]=[CH:72][C:71]=1[C:77]1[O:78][C:79]([CH3:82])=[CH:80][N:81]=1, predict the reaction product. (9) Given the reactants [C:1]([O:4][C@H:5]1[CH2:22][CH2:21][C@@:20]2([CH3:23])[C@@H:7]([CH2:8][CH2:9][C@:10]3([CH3:34])[C@@H:19]2[CH2:18][CH2:17][C@H:16]2[C@@:11]3([CH3:33])[CH2:12][CH2:13][C@@:14]3([C:30](O)=[O:31])[CH2:26][CH2:25][C@@H:24]([C:27]([CH3:29])=[CH2:28])[C@@H:15]32)[C:6]1([CH3:36])[CH3:35])(=[O:3])[CH3:2].O1C=CC=C1Cl.[C:43]1([C:49]2[N:53]=[C:52]([C@@H:54]3[CH2:58][CH2:57][CH2:56][NH:55]3)[O:51][N:50]=2)[CH:48]=[CH:47][CH:46]=[CH:45][CH:44]=1, predict the reaction product. The product is: [C:1]([O:4][CH:5]1[CH2:22][CH2:21][C:20]2([CH3:23])[CH:7]([CH2:8][CH2:9][C:10]3([CH3:34])[CH:19]2[CH2:18][CH2:17][CH:16]2[C:11]3([CH3:33])[CH2:12][CH2:13][C:14]3([C:30]([N:55]4[CH2:56][CH2:57][CH2:58][C@@H:54]4[C:52]4[O:51][N:50]=[C:49]([C:43]5[CH:44]=[CH:45][CH:46]=[CH:47][CH:48]=5)[N:53]=4)=[O:31])[CH2:26][CH2:25][CH:24]([C:27]([CH3:29])=[CH2:28])[CH:15]32)[C:6]1([CH3:36])[CH3:35])(=[O:3])[CH3:2].